Dataset: Aqueous solubility values for 9,982 compounds from the AqSolDB database. Task: Regression/Classification. Given a drug SMILES string, predict its absorption, distribution, metabolism, or excretion properties. Task type varies by dataset: regression for continuous measurements (e.g., permeability, clearance, half-life) or binary classification for categorical outcomes (e.g., BBB penetration, CYP inhibition). For this dataset (solubility_aqsoldb), we predict Y. (1) The compound is CCOP(=S)(OCC)SC(CCl)N1C(=O)c2ccccc2C1=O. The Y is -5.85 log mol/L. (2) The drug is NCCc1ccc(O)cc1. The Y is -1.12 log mol/L. (3) The molecule is O=C([O-])CCCCC(=O)[O-].[Li+].[Li+]. The Y is 0.0846 log mol/L. (4) The drug is CCCCOC(=O)CCCCCCCCC(=O)OCCCC. The Y is -3.90 log mol/L. (5) The drug is CCC(COC(=O)CCCCCCCCCCCCCCC(C)C)(COC(=O)CCCCCCCCCCCCCCC(C)C)COC(=O)CCCCCCCCCCCCCCC(C)C. The Y is -7.27 log mol/L.